From a dataset of Forward reaction prediction with 1.9M reactions from USPTO patents (1976-2016). Predict the product of the given reaction. (1) Given the reactants [Br:1][C:2]1[CH:7]=[CH:6][C:5]([C:8]([CH:10]2[CH2:14][CH2:13][O:12][CH2:11]2)=O)=[C:4]([F:15])[CH:3]=1.[NH:16]([C:18]([O:20][C:21]([CH3:24])([CH3:23])[CH3:22])=[O:19])[NH2:17].C(O)(=O)C, predict the reaction product. The product is: [Br:1][C:2]1[CH:7]=[CH:6][C:5]([C:8]([CH:10]2[CH2:14][CH2:13][O:12][CH2:11]2)=[N:17][NH:16][C:18]([O:20][C:21]([CH3:24])([CH3:23])[CH3:22])=[O:19])=[C:4]([F:15])[CH:3]=1. (2) The product is: [CH:2]12[CH2:7][CH:6]1[CH2:5][CH2:4][N:3]2[CH2:15][CH2:16][CH2:17][O:18][C:19]1[CH:20]=[C:21]2[C:25](=[CH:26][CH:27]=1)[NH:24][C:23]([C:28]([N:30]1[CH2:35][CH2:34][O:33][CH2:32][CH2:31]1)=[O:29])=[CH:22]2. Given the reactants Cl.[CH:2]12[CH2:7][CH:6]1[CH2:5][CH2:4][NH:3]2.C(=O)([O-])[O-].[K+].[K+].Cl[CH2:15][CH2:16][CH2:17][O:18][C:19]1[CH:20]=[C:21]2[C:25](=[CH:26][CH:27]=1)[NH:24][C:23]([C:28]([N:30]1[CH2:35][CH2:34][O:33][CH2:32][CH2:31]1)=[O:29])=[CH:22]2, predict the reaction product. (3) Given the reactants [F:1][CH:2]([F:24])[C:3]1[N:8]2[N:9]=[CH:10][C:11]([C:12]#[CH:13])=[C:7]2[N:6]=[C:5]([C:14]2[CH:19]=[CH:18][C:17]([C:20]([F:23])([F:22])[F:21])=[CH:16][CH:15]=2)[CH:4]=1.[NH2:25][C:26]1[N:31]=[C:30]([CH3:32])[C:29](Br)=[CH:28][CH:27]=1, predict the reaction product. The product is: [F:24][CH:2]([F:1])[C:3]1[N:8]2[N:9]=[CH:10][C:11]([C:12]#[C:13][C:29]3[CH:28]=[CH:27][C:26]([NH2:25])=[N:31][C:30]=3[CH3:32])=[C:7]2[N:6]=[C:5]([C:14]2[CH:19]=[CH:18][C:17]([C:20]([F:23])([F:22])[F:21])=[CH:16][CH:15]=2)[CH:4]=1. (4) Given the reactants [CH2:1]([O:3][CH2:4][CH2:5][O:6][C:7]1[CH:12]=[C:11]([CH3:13])[C:10]([C:14]2[C:19]([O:20][CH3:21])=[CH:18][CH:17]=[C:16]([CH2:22][O:23][C:24]3[CH:29]=[CH:28][C:27]([CH2:30][CH2:31][C:32]([O:34]CC)=[O:33])=[C:26]([F:37])[CH:25]=3)[CH:15]=2)=[C:9]([CH3:38])[CH:8]=1)[CH3:2].CO.[OH-].[Na+].Cl, predict the reaction product. The product is: [CH2:1]([O:3][CH2:4][CH2:5][O:6][C:7]1[CH:12]=[C:11]([CH3:13])[C:10]([C:14]2[C:19]([O:20][CH3:21])=[CH:18][CH:17]=[C:16]([CH2:22][O:23][C:24]3[CH:29]=[CH:28][C:27]([CH2:30][CH2:31][C:32]([OH:34])=[O:33])=[C:26]([F:37])[CH:25]=3)[CH:15]=2)=[C:9]([CH3:38])[CH:8]=1)[CH3:2]. (5) Given the reactants [P:1]([O:8][CH2:9][CH3:10])([O:5][CH2:6][CH3:7])[O:2]CC.[CH2:11]([O:18][C:19]1[CH:26]=[CH:25][C:24]([CH2:27][C:28]2[CH:33]=[CH:32][C:31]([CH2:34][CH3:35])=[CH:30][CH:29]=2)=[CH:23][C:20]=1[CH2:21]Cl)[C:12]1[CH:17]=[CH:16][CH:15]=[CH:14][CH:13]=1, predict the reaction product. The product is: [CH2:9]([O:8][P:1]([CH2:21][C:20]1[CH:23]=[C:24]([CH2:27][C:28]2[CH:33]=[CH:32][C:31]([CH2:34][CH3:35])=[CH:30][CH:29]=2)[CH:25]=[CH:26][C:19]=1[O:18][CH2:11][C:12]1[CH:17]=[CH:16][CH:15]=[CH:14][CH:13]=1)(=[O:2])[O:5][CH2:6][CH3:7])[CH3:10]. (6) Given the reactants [F:1][C:2]([F:19])([F:18])[C:3]1[CH:8]=[C:7]([C:9](N)=[O:10])[CH:6]=[CH:5][C:4]=1[C:12]1[CH:17]=[CH:16][CH:15]=[CH:14][CH:13]=1.[OH-:20].[K+].O, predict the reaction product. The product is: [F:1][C:2]([F:19])([F:18])[C:3]1[CH:8]=[C:7]([C:9]([OH:20])=[O:10])[CH:6]=[CH:5][C:4]=1[C:12]1[CH:17]=[CH:16][CH:15]=[CH:14][CH:13]=1. (7) Given the reactants [OH:1][C:2]1[N:11]=[CH:10][CH:9]=[CH:8][C:3]=1[C:4]([O:6][CH3:7])=[O:5].C(N(CC)CC)C.[F:19][C:20]([F:33])([F:32])[S:21](O[S:21]([C:20]([F:33])([F:32])[F:19])(=[O:23])=[O:22])(=[O:23])=[O:22].O, predict the reaction product. The product is: [F:19][C:20]([F:33])([F:32])[S:21]([O:1][C:2]1[N:11]=[CH:10][CH:9]=[CH:8][C:3]=1[C:4]([O:6][CH3:7])=[O:5])(=[O:23])=[O:22]. (8) Given the reactants [C:1]1([S:7][CH2:8][CH2:9][C:10](=[O:12])[CH3:11])[CH:6]=[CH:5][CH:4]=[CH:3][CH:2]=1.C#[N:14], predict the reaction product. The product is: [OH:12][CH:10]([CH2:9][CH2:8][S:7][C:1]1[CH:6]=[CH:5][CH:4]=[CH:3][CH:2]=1)[C:11]#[N:14].